Dataset: Reaction yield outcomes from USPTO patents with 853,638 reactions. Task: Predict the reaction yield, written as a fraction of the theoretical maximum amount of product (1.0 means a 100% yield; for example, 0.34 means a 34% yield). (1) The reactants are C([O:3][C:4]([C:6]1[NH:7][C:8]2[C:13]([CH:14]=1)=[C:12]([CH3:15])[CH:11]=[CH:10][C:9]=2[NH:16][S:17]([C:20]1[S:21][CH:22]=[CH:23][CH:24]=1)(=[O:19])=[O:18])=[O:5])C.CO.[OH-].[K+].C(O)(=O)CC(CC(O)=O)(C(O)=O)O. The catalyst is O1CCCC1. The product is [CH3:15][C:12]1[CH:11]=[CH:10][C:9]([NH:16][S:17]([C:20]2[S:21][CH:22]=[CH:23][CH:24]=2)(=[O:18])=[O:19])=[C:8]2[C:13]=1[CH:14]=[C:6]([C:4]([OH:5])=[O:3])[NH:7]2. The yield is 0.960. (2) The yield is 0.560. The catalyst is CO.[Ni]. The product is [CH:1]1([C:4]2[NH:5][C:6]3[C:11]([CH:12]=2)=[CH:10][C:9]([NH2:13])=[CH:8][CH:7]=3)[CH2:3][CH2:2]1. The reactants are [CH:1]1([C:4]2[NH:5][C:6]3[C:11]([CH:12]=2)=[CH:10][C:9]([N+:13]([O-])=O)=[CH:8][CH:7]=3)[CH2:3][CH2:2]1. (3) The product is [Br-:7].[F:1][C:2]1[CH:9]=[CH:8][C:5]([CH2:6][S+:10]2[CH2:14][CH2:13][CH2:12][CH2:11]2)=[CH:4][CH:3]=1. The reactants are [F:1][C:2]1[CH:9]=[CH:8][C:5]([CH2:6][Br:7])=[CH:4][CH:3]=1.[S:10]1[CH2:14][CH2:13][CH2:12][CH2:11]1. The yield is 0.0300. The catalyst is CC(C)=O. (4) The yield is 0.390. The catalyst is CC#N. The product is [CH2:1]([O:3][C:4]([C:6]1[N:7]([CH2:11][O:12][CH2:13][CH2:14][Si:15]([CH3:17])([CH3:16])[CH3:18])[CH:8]=[C:9]([Br:26])[N:10]=1)=[O:5])[CH3:2]. The reactants are [CH2:1]([O:3][C:4]([C:6]1[N:7]([CH2:11][O:12][CH2:13][CH2:14][Si:15]([CH3:18])([CH3:17])[CH3:16])[CH:8]=[CH:9][N:10]=1)=[O:5])[CH3:2].C1C(=O)N([Br:26])C(=O)C1.